Dataset: Full USPTO retrosynthesis dataset with 1.9M reactions from patents (1976-2016). Task: Predict the reactants needed to synthesize the given product. (1) Given the product [C:1]([NH:18][CH2:19][CH2:20][C:21]([OH:23])=[O:22])([O:3][CH2:4][CH:5]1[C:6]2[C:11](=[CH:10][CH:9]=[CH:8][CH:7]=2)[C:12]2[C:17]1=[CH:16][CH:15]=[CH:14][CH:13]=2)=[O:2].[CH2:24]([O:23][C:21](=[O:22])[CH2:20][CH2:19][NH2:18])[CH3:29], predict the reactants needed to synthesize it. The reactants are: [C:1]([NH:18][CH2:19][CH2:20][C:21]([OH:23])=[O:22])([O:3][CH2:4][CH:5]1[C:17]2[C:12](=[CH:13][CH:14]=[CH:15][CH:16]=2)[C:11]2[C:6]1=[CH:7][CH:8]=[CH:9][CH:10]=2)=[O:2].[CH:24]1C=CC2N(O)N=NC=2[CH:29]=1.C(Cl)CCl.CCN(C(C)C)C(C)C. (2) Given the product [CH2:25]([NH:29][C:30]([CH:32]1[CH2:37][CH2:36][CH2:35][N:34]([C:2]2[N:7]=[C:6]([CH3:8])[C:5]([CH:9]([CH2:14][CH2:15][CH3:16])[C:10]([O:12][CH3:13])=[O:11])=[C:4]([C:17]3[CH:22]=[CH:21][C:20]([CH3:23])=[CH:19][CH:18]=3)[N:3]=2)[CH2:33]1)=[O:31])[CH:26]([CH3:28])[CH3:27], predict the reactants needed to synthesize it. The reactants are: Cl[C:2]1[N:7]=[C:6]([CH3:8])[C:5]([CH:9]([CH2:14][CH2:15][CH3:16])[C:10]([O:12][CH3:13])=[O:11])=[C:4]([C:17]2[CH:22]=[CH:21][C:20]([CH3:23])=[CH:19][CH:18]=2)[N:3]=1.Cl.[CH2:25]([NH:29][C:30]([CH:32]1[CH2:37][CH2:36][CH2:35][NH:34][CH2:33]1)=[O:31])[CH:26]([CH3:28])[CH3:27].C(N(CC)CC)C.C(=O)([O-])O.[Na+]. (3) Given the product [Br-:23].[CH3:37][C:34]([C:31]1[CH:30]=[CH:29][C:28]([CH2:27][O:26][CH2:25][CH2:24][N+:1]23[CH2:6][CH2:5][C:4]([C:9]([OH:10])([C:17]4[CH:22]=[CH:21][CH:20]=[CH:19][CH:18]=4)[C:11]4[CH:12]=[CH:13][CH:14]=[CH:15][CH:16]=4)([CH2:3][CH2:2]2)[CH2:7][CH2:8]3)=[CH:33][CH:32]=1)([CH3:35])[CH3:36], predict the reactants needed to synthesize it. The reactants are: [N:1]12[CH2:8][CH2:7][C:4]([C:9]([C:17]3[CH:22]=[CH:21][CH:20]=[CH:19][CH:18]=3)([C:11]3[CH:16]=[CH:15][CH:14]=[CH:13][CH:12]=3)[OH:10])([CH2:5][CH2:6]1)[CH2:3][CH2:2]2.[Br:23][CH2:24][CH2:25][O:26][CH2:27][C:28]1[CH:33]=[CH:32][C:31]([C:34]([CH3:37])([CH3:36])[CH3:35])=[CH:30][CH:29]=1. (4) Given the product [CH3:1][C:2]1[CH:3]=[CH:4][C:5]([N+:17]([O-:19])=[O:18])=[C:6]([CH2:8][CH2:9][N:11]2[CH2:12][CH2:13][O:14][CH2:15][CH2:16]2)[CH:7]=1, predict the reactants needed to synthesize it. The reactants are: [CH3:1][C:2]1[CH:3]=[CH:4][C:5]([N+:17]([O-:19])=[O:18])=[C:6]([CH2:8][C:9]([N:11]2[CH2:16][CH2:15][O:14][CH2:13][CH2:12]2)=O)[CH:7]=1.CSC.B. (5) Given the product [CH2:1]([O:3][C:4](=[O:30])[CH2:5][C:6]1[N:7]2[CH:29]=[CH:28][CH:27]=[CH:26][C:8]2=[C:9]2[C:14]=1[CH2:13][CH2:12][CH:11]([N:15]([S:16]([C:19]1[CH:20]=[CH:21][C:22]([F:25])=[CH:23][CH:24]=1)(=[O:17])=[O:18])[CH3:32])[CH2:10]2)[CH3:2], predict the reactants needed to synthesize it. The reactants are: [CH2:1]([O:3][C:4](=[O:30])[CH2:5][C:6]1[N:7]2[CH:29]=[CH:28][CH:27]=[CH:26][C:8]2=[C:9]2[C:14]=1[CH2:13][CH2:12][CH:11]([NH:15][S:16]([C:19]1[CH:24]=[CH:23][C:22]([F:25])=[CH:21][CH:20]=1)(=[O:18])=[O:17])[CH2:10]2)[CH3:2].I[CH3:32].